Dataset: Full USPTO retrosynthesis dataset with 1.9M reactions from patents (1976-2016). Task: Predict the reactants needed to synthesize the given product. (1) Given the product [CH2:25]([O:24][C:6]1[CH:5]=[C:4]2[C:9]([C:10]([C:12]3[CH:17]=[CH:16][CH:15]=[CH:14][CH:13]=3)=[CH:11][C:2]([CH3:28])([CH3:1])[O:3]2)=[CH:8][C:7]=1/[C:18](/[CH3:23])=[C:19](/[F:22])\[CH:20]=[O:21])[CH3:26], predict the reactants needed to synthesize it. The reactants are: [CH3:1][C:2]1([CH3:28])[CH:11]=[C:10]([C:12]2[CH:17]=[CH:16][CH:15]=[CH:14][CH:13]=2)[C:9]2[C:4](=[CH:5][C:6]([O:24][CH2:25][CH2:26]C)=[C:7](/[C:18](/[CH3:23])=[C:19](/[F:22])\[CH:20]=[O:21])[CH:8]=2)[O:3]1.CC1(C)C=C(C2C=CC=CC=2)C2C(=CC(OCCC)=C(/C(/C)=C(/F)\CO)C=2)O1.C[N+]1([O-])CCOCC1. (2) Given the product [Cl:1][C:2]1[CH:7]=[CH:6][CH:5]=[CH:4][C:3]=1[CH:8]1[CH2:9][C:10]2[N:11]([CH2:15][CH2:16][O:17][CH3:18])[CH:12]=[CH:13][C:14]=2[CH:20]2[CH:21]1[C:22](=[O:24])[NH:23][C:19]2=[O:25], predict the reactants needed to synthesize it. The reactants are: [Cl:1][C:2]1[CH:7]=[CH:6][CH:5]=[CH:4][C:3]=1[CH:8]=[CH:9][C:10]1[N:11]([CH2:15][CH2:16][O:17][CH3:18])[CH:12]=[CH:13][CH:14]=1.[C:19]1(=[O:25])[NH:23][C:22](=[O:24])[CH:21]=[CH:20]1. (3) Given the product [CH:56]1([C:44]2[C:43]([CH:1]3[CH2:3][CH2:2]3)=[CH:52][C:47]([C:48]([O:50][CH3:51])=[O:49])=[C:46]([O:53][CH2:54][CH3:55])[CH:45]=2)[CH2:59][CH2:58][CH2:57]1, predict the reactants needed to synthesize it. The reactants are: [CH:1]1(B(O)O)[CH2:3][CH2:2]1.C1(P(C2CCCCC2)C2C=CC=CC=2C2C(OC)=CC=CC=2OC)CCCCC1.C(=O)([O-])[O-].[Na+].[Na+].Br[C:43]1[C:44]([CH:56]2[CH2:59][CH2:58][CH2:57]2)=[CH:45][C:46]([O:53][CH2:54][CH3:55])=[C:47]([CH:52]=1)[C:48]([O:50][CH3:51])=[O:49]. (4) Given the product [F:25][C:26]1[CH:27]=[CH:28][C:29]2[O:33][C:32]([NH:1][C:2]3[CH:3]=[CH:4][C:5]([C:8]4[CH:13]=[CH:12][C:11]([C:14]([CH:16]5[CH2:20][CH2:19][CH2:18][CH:17]5[C:21]([OH:23])=[O:22])=[O:15])=[CH:10][CH:9]=4)=[CH:6][CH:7]=3)=[N:31][C:30]=2[CH:38]=1, predict the reactants needed to synthesize it. The reactants are: [NH2:1][C:2]1[CH:7]=[CH:6][C:5]([C:8]2[CH:13]=[CH:12][C:11]([C:14]([C@@H:16]3[CH2:20][CH2:19][CH2:18][C@H:17]3[C:21]([O:23]C)=[O:22])=[O:15])=[CH:10][CH:9]=2)=[CH:4][CH:3]=1.[F:25][C:26]1[CH:27]=[CH:28][C:29]2[O:33][C:32](S(C)(=O)=O)=[N:31][C:30]=2[CH:38]=1.[OH-].[Na+].Cl.